Dataset: Reaction yield outcomes from USPTO patents with 853,638 reactions. Task: Predict the reaction yield, written as a fraction of the theoretical maximum amount of product (1.0 means a 100% yield; for example, 0.34 means a 34% yield). (1) The reactants are [CH2:1]1COC[CH2:2]1.C([Mg]Br)C.[C:10]1([CH2:16][N:17]2[CH2:21][CH2:20][CH2:19][C@H:18]2[C:22]([N:24]2[CH2:28][CH2:27][CH2:26][CH2:25]2)=O)[CH:15]=[CH:14][CH:13]=[CH:12][CH:11]=1. The catalyst is [NH4+].[Cl-].O.CC(C)[O-].[Ti+4].CC(C)[O-].CC(C)[O-].CC(C)[O-]. The product is [C:10]1([CH2:16][N:17]2[CH2:21][CH2:20][CH2:19][C@H:18]2[C:22]2([N:24]3[CH2:28][CH2:27][CH2:26][CH2:25]3)[CH2:2][CH2:1]2)[CH:15]=[CH:14][CH:13]=[CH:12][CH:11]=1. The yield is 0.570. (2) The reactants are [CH3:1][O:2][C:3]1[CH:8]=[CH:7][C:6]([S:9]([NH:12][C:13]2[CH:14]=[CH:15][CH:16]=[C:17]3[C:22]=2[N:21]=[CH:20][CH:19]=[CH:18]3)(=[O:11])=[O:10])=[C:5]([N+:23]([O-])=O)[CH:4]=1.[Sn](Cl)Cl. The catalyst is Cl. The product is [NH2:23][C:5]1[CH:4]=[C:3]([O:2][CH3:1])[CH:8]=[CH:7][C:6]=1[S:9]([NH:12][C:13]1[CH:14]=[CH:15][CH:16]=[C:17]2[C:22]=1[N:21]=[CH:20][CH:19]=[CH:18]2)(=[O:11])=[O:10]. The yield is 0.540.